This data is from Catalyst prediction with 721,799 reactions and 888 catalyst types from USPTO. The task is: Predict which catalyst facilitates the given reaction. (1) Reactant: [Cl:1][C:2]1[C:7]2[C:8](=[O:24])[N:9]([CH2:13][C:14]3[CH:19]=[CH:18][C:17]([O:20][CH3:21])=[CH:16][C:15]=3[O:22][CH3:23])[C:10]([CH3:12])([CH3:11])[C:6]=2[C:5]([F:25])=[C:4](Cl)[N:3]=1.[NH2:27][C@@H:28]1[CH2:33][CH2:32][CH2:31][CH2:30][C@@H:29]1[NH:34][C:35](=[O:41])[O:36][C:37]([CH3:40])([CH3:39])[CH3:38].C(N(C(C)C)C(C)C)C. Product: [Cl:1][C:2]1[C:7]2[C:8](=[O:24])[N:9]([CH2:13][C:14]3[CH:19]=[CH:18][C:17]([O:20][CH3:21])=[CH:16][C:15]=3[O:22][CH3:23])[C:10]([CH3:12])([CH3:11])[C:6]=2[C:5]([F:25])=[C:4]([NH:27][C@@H:28]2[CH2:33][CH2:32][CH2:31][CH2:30][C@@H:29]2[NH:34][C:35](=[O:41])[O:36][C:37]([CH3:39])([CH3:38])[CH3:40])[N:3]=1. The catalyst class is: 10. (2) Reactant: [CH:1]1([C:5]2[C:17]3[C:16]4[CH2:15][CH2:14][CH2:13][CH2:12][C:11]=4[C:10](=[O:18])[NH:9][C:8]=3[N:7]([CH2:19][C:20]3[CH:21]=[C:22]([CH:25]=[CH:26][CH:27]=3)[C:23]#[N:24])[N:6]=2)[CH2:4][CH2:3][CH2:2]1.[N-:28]=[N+:29]=[N-:30].C([Sn](=O)CCCC)CCC.N. Product: [CH:1]1([C:5]2[C:17]3[C:16]4[CH2:15][CH2:14][CH2:13][CH2:12][C:11]=4[C:10](=[O:18])[NH:9][C:8]=3[N:7]([CH2:19][C:20]3[CH:27]=[CH:26][CH:25]=[C:22]([C:23]4[NH:30][N:29]=[N:28][N:24]=4)[CH:21]=3)[N:6]=2)[CH2:4][CH2:3][CH2:2]1. The catalyst class is: 11. (3) Reactant: [CH3:1][C:2]1[S:6][C:5]([C:7]2[CH:12]=[CH:11][CH:10]=[CH:9][CH:8]=2)=[N:4][C:3]=1[CH2:13][NH:14][C@H:15]1[CH2:20][CH2:19][C@H:18]([C:21]2[CH:30]=[CH:29][C:24]3[NH:25][C:26](=[O:28])[O:27][C:23]=3[CH:22]=2)[CH2:17][CH2:16]1.[OH-].[Na+].[BH-](OC(C)=O)(OC(C)=O)O[C:35](C)=O.[Na+]. Product: [CH3:35][N:14]([CH2:13][C:3]1[N:4]=[C:5]([C:7]2[CH:8]=[CH:9][CH:10]=[CH:11][CH:12]=2)[S:6][C:2]=1[CH3:1])[C@H:15]1[CH2:20][CH2:19][C@H:18]([C:21]2[CH:30]=[CH:29][C:24]3[NH:25][C:26](=[O:28])[O:27][C:23]=3[CH:22]=2)[CH2:17][CH2:16]1. The catalyst class is: 5. (4) Reactant: Br[C:2]1[CH:11]=[CH:10][CH:9]=[C:8]([F:12])[C:3]=1[C:4]([O:6][CH3:7])=[O:5].[CH:13]1(B(O)O)[CH2:15][CH2:14]1.[O-]P([O-])([O-])=O.[K+].[K+].[K+].C1(C)C=CC=CC=1. Product: [CH:13]1([C:2]2[CH:11]=[CH:10][CH:9]=[C:8]([F:12])[C:3]=2[C:4]([O:6][CH3:7])=[O:5])[CH2:15][CH2:14]1. The catalyst class is: 103. (5) Reactant: [N:1]1([C:6]2[CH2:11][CH2:10][C:9]([CH3:13])([CH3:12])[CH:8]([NH2:14])[CH:7]=2)[CH:5]=[CH:4][N:3]=[CH:2]1.Br[C:16]1[CH:23]=[CH:22][C:19]([C:20]#[N:21])=[C:18]([F:24])[CH:17]=1.CC(C)([O-])C.[Na+].C1C=CC(P(C2C(C3C(P(C4C=CC=CC=4)C4C=CC=CC=4)=CC=C4C=3C=CC=C4)=C3C(C=CC=C3)=CC=2)C2C=CC=CC=2)=CC=1. The catalyst class is: 101. Product: [N:1]1([C:6]2[CH2:11][CH2:10][C:9]([CH3:12])([CH3:13])[CH:8]([NH:14][C:16]3[CH:23]=[CH:22][C:19]([C:20]#[N:21])=[C:18]([F:24])[CH:17]=3)[CH:7]=2)[CH:5]=[CH:4][N:3]=[CH:2]1. (6) Product: [C:1]([C@:4]1([CH3:18])[CH2:8][O:7][C:6]([CH3:10])([CH3:9])[N:5]1[C:11]([O:13][C:14]([CH3:17])([CH3:16])[CH3:15])=[O:12])#[N:2]. Reactant: [C:1]([C@:4]1([CH3:18])[CH2:8][O:7][C:6]([CH3:10])([CH3:9])[N:5]1[C:11]([O:13][C:14]([CH3:17])([CH3:16])[CH3:15])=[O:12])(=O)[NH2:2].C1COCC1.C(N(CC)CC)C.FC(F)(F)C(OC(=O)C(F)(F)F)=O. The catalyst class is: 6. (7) Reactant: [Cl:1][C:2]1[C:3]2[N:4]([C:8]([C:20]3[CH:25]=[CH:24][N:23]=[C:22]([NH:26][CH:27]4[CH2:31][CH2:30][CH2:29][CH2:28]4)[N:21]=3)=[C:9]([C:11]3[CH:16]=[CH:15][CH:14]=[C:13]([N+:17]([O-])=O)[CH:12]=3)[N:10]=2)[CH:5]=[CH:6][CH:7]=1.O.O.[Sn](Cl)Cl. Product: [NH2:17][C:13]1[CH:12]=[C:11]([C:9]2[N:10]=[C:3]3[C:2]([Cl:1])=[CH:7][CH:6]=[CH:5][N:4]3[C:8]=2[C:20]2[CH:25]=[CH:24][N:23]=[C:22]([NH:26][CH:27]3[CH2:31][CH2:30][CH2:29][CH2:28]3)[N:21]=2)[CH:16]=[CH:15][CH:14]=1. The catalyst class is: 8.